The task is: Predict the reactants needed to synthesize the given product.. This data is from Full USPTO retrosynthesis dataset with 1.9M reactions from patents (1976-2016). (1) Given the product [CH:21]([C:16]1[CH:17]=[CH:18][CH:19]=[CH:20][C:15]=1[S:14][C:11]1[CH:12]=[CH:13][C:8]([C:6]2[N:5]=[CH:4][N:3]=[C:2]([N:28]3[CH2:33][CH2:32][O:31][CH2:30][CH2:29]3)[CH:7]=2)=[CH:9][C:10]=1[C:24]([F:27])([F:26])[F:25])([CH3:23])[CH3:22], predict the reactants needed to synthesize it. The reactants are: Cl[C:2]1[CH:7]=[C:6]([C:8]2[CH:13]=[CH:12][C:11]([S:14][C:15]3[CH:20]=[CH:19][CH:18]=[CH:17][C:16]=3[CH:21]([CH3:23])[CH3:22])=[C:10]([C:24]([F:27])([F:26])[F:25])[CH:9]=2)[N:5]=[CH:4][N:3]=1.[NH:28]1[CH2:33][CH2:32][O:31][CH2:30][CH2:29]1.C(=O)([O-])[O-].[K+].[K+]. (2) The reactants are: C(OCCOC1C=CC([C:15]2[CH:16]=[CH:17][C:18]3[N:24]([CH2:25][CH2:26][CH3:27])[CH2:23][CH2:22][C:21]([C:28](O)=[O:29])=[CH:20][C:19]=3[CH:31]=2)=CC=1)CCC.C[N:33](C=O)C.S(Cl)(Cl)=O. Given the product [CH2:25]([N:24]1[C:18]2[CH:17]=[CH:16][CH:15]=[CH:31][C:19]=2[CH:20]=[C:21]([C:28]([NH2:33])=[O:29])[CH2:22][CH2:23]1)[CH2:26][CH3:27], predict the reactants needed to synthesize it. (3) Given the product [CH2:22]([N:3]1[CH2:2][CH2:1][C:7]2=[CH:8][C:9]3[CH:10]=[CH:11][CH:12]=[CH:13][C:14]=3[N:6]2[CH2:5][CH2:4]1)[CH3:23], predict the reactants needed to synthesize it. The reactants are: [CH2:1]1[C:7]2=[CH:8][C:9]3[CH:10]=[CH:11][CH:12]=[CH:13][C:14]=3[N:6]2[CH2:5][CH2:4][NH:3][CH2:2]1.C(=O)([O-])[O-].[K+].[K+].Br[CH2:22][CH3:23]. (4) The reactants are: [NH2:1][C:2]1[C:7]([NH2:8])=[C:6]([NH:9][C@@H:10]2[C@@H:15]3[CH2:16][C@@H:12]([CH:13]=[CH:14]3)[C@@H:11]2[C:17]([NH2:19])=[O:18])[C:5]([Cl:20])=[CH:4][N:3]=1.[CH3:21][N:22]1[CH2:27][CH2:26][CH:25]([CH:28]=O)[CH2:24][CH2:23]1.Cl.C([O-])(=O)C.[NH4+].C(N(CC)C(C)C)(C)C. Given the product [Cl:20][C:5]1[C:6]([NH:9][C@@H:10]2[C@@H:15]3[CH2:16][C@@H:12]([CH:13]=[CH:14]3)[C@@H:11]2[C:17]([NH2:19])=[O:18])=[C:7]2[N:8]=[C:28]([CH:25]3[CH2:26][CH2:27][N:22]([CH3:21])[CH2:23][CH2:24]3)[NH:1][C:2]2=[N:3][CH:4]=1, predict the reactants needed to synthesize it. (5) Given the product [CH:1]1([NH:7][C:8]2[N:13]=[CH:12][N:11]=[C:10]([C:14]([NH:17][C:18]3[CH:23]=[C:22]([Cl:24])[C:21]([OH:25])=[C:20]([Cl:26])[CH:19]=3)=[O:16])[CH:9]=2)[CH2:2][CH2:3][CH2:4][CH2:5][CH2:6]1, predict the reactants needed to synthesize it. The reactants are: [CH:1]1([NH:7][C:8]2[N:13]=[CH:12][N:11]=[C:10]([C:14]([OH:16])=O)[CH:9]=2)[CH2:6][CH2:5][CH2:4][CH2:3][CH2:2]1.[NH2:17][C:18]1[CH:23]=[C:22]([Cl:24])[C:21]([OH:25])=[C:20]([Cl:26])[CH:19]=1. (6) The reactants are: [CH3:1][CH:2]1[CH:6]2[C:7]([NH:9][CH:10]=[C:11]([CH3:12])[CH:5]2[CH2:4][CH2:3]1)=[O:8].I[CH2:14][CH3:15]. Given the product [CH2:14]([N:9]1[CH:10]=[C:11]([CH3:12])[C@H:5]2[CH2:4][CH2:3][C@H:2]([CH3:1])[C@H:6]2[C:7]1=[O:8])[CH3:15], predict the reactants needed to synthesize it. (7) Given the product [NH2:7][C:8]1[N:9]=[C:10]([CH3:35])[C:11]([CH2:15][NH:16][C:17]2[C:18]3[N:25]=[C:24]([CH2:26][C:27]4[C:32]([Cl:33])=[CH:31][CH:30]=[CH:29][C:28]=4[Cl:34])[O:23][C:19]=3[N:20]=[CH:21][N:22]=2)=[C:12]([CH3:14])[CH:13]=1, predict the reactants needed to synthesize it. The reactants are: C(OC(=O)[NH:7][C:8]1[CH:13]=[C:12]([CH3:14])[C:11]([CH2:15][NH:16][C:17]2[C:18]3[N:25]=[C:24]([CH2:26][C:27]4[C:32]([Cl:33])=[CH:31][CH:30]=[CH:29][C:28]=4[Cl:34])[O:23][C:19]=3[N:20]=[CH:21][N:22]=2)=[C:10]([CH3:35])[N:9]=1)(C)(C)C.C(O)(C(F)(F)F)=O. (8) Given the product [CH2:17]([O:19][C:20](=[O:41])[CH2:21][CH2:22][C:23]1[CH:28]=[CH:27][C:26]([O:29][CH2:30][CH2:31][C@@H:32]([O:8][C:5]2[CH:6]=[CH:7][C:2]([Cl:1])=[CH:3][C:4]=2[O:9][C:10]2[CH:15]=[CH:14][C:13]([F:16])=[CH:12][CH:11]=2)[CH3:33])=[CH:25][C:24]=1[CH2:39][CH3:40])[CH3:18], predict the reactants needed to synthesize it. The reactants are: [Cl:1][C:2]1[CH:7]=[CH:6][C:5]([OH:8])=[C:4]([O:9][C:10]2[CH:15]=[CH:14][C:13]([F:16])=[CH:12][CH:11]=2)[CH:3]=1.[CH2:17]([O:19][C:20](=[O:41])[CH2:21][CH2:22][C:23]1[CH:28]=[CH:27][C:26]([O:29][CH2:30][CH2:31][CH:32](OS(C)(=O)=O)[CH3:33])=[CH:25][C:24]=1[CH2:39][CH3:40])[CH3:18]. (9) Given the product [C:21]([NH:9][CH:8]([C:2]1[CH:7]=[CH:6][CH:5]=[CH:4][CH:3]=1)[C:10]([O:12][CH3:13])=[O:11])([O:23][C:24]([CH3:27])([CH3:26])[CH3:25])=[O:22], predict the reactants needed to synthesize it. The reactants are: Cl.[C:2]1([CH:8]([C:10]([O:12][CH3:13])=[O:11])[NH2:9])[CH:7]=[CH:6][CH:5]=[CH:4][CH:3]=1.C(N(CC)CC)C.[C:21](O[C:21]([O:23][C:24]([CH3:27])([CH3:26])[CH3:25])=[O:22])([O:23][C:24]([CH3:27])([CH3:26])[CH3:25])=[O:22].